This data is from Full USPTO retrosynthesis dataset with 1.9M reactions from patents (1976-2016). The task is: Predict the reactants needed to synthesize the given product. (1) Given the product [C:1]1([CH2:7][O:8][C:9](=[O:40])[NH:10][CH2:11][CH2:12][CH2:13][NH:14][C:15]2[C:20]([CH2:21][O:22][Si:23]([C:26]([CH3:29])([CH3:28])[CH3:27])([CH3:25])[CH3:24])=[CH:19][N:18]=[C:17]([NH:30][C:31]3[CH:36]=[CH:35][CH:34]=[C:33]([NH2:37])[CH:32]=3)[N:16]=2)[CH:2]=[CH:3][CH:4]=[CH:5][CH:6]=1, predict the reactants needed to synthesize it. The reactants are: [C:1]1([CH2:7][O:8][C:9](=[O:40])[NH:10][CH2:11][CH2:12][CH2:13][NH:14][C:15]2[C:20]([CH2:21][O:22][Si:23]([C:26]([CH3:29])([CH3:28])[CH3:27])([CH3:25])[CH3:24])=[CH:19][N:18]=[C:17]([NH:30][C:31]3[CH:36]=[CH:35][CH:34]=[C:33]([N+:37]([O-])=O)[CH:32]=3)[N:16]=2)[CH:6]=[CH:5][CH:4]=[CH:3][CH:2]=1.N.O. (2) Given the product [NH2:7][C:8]1[C:17]2[N:18]=[C:19]([CH2:29][CH2:30][CH3:31])[N:20]([CH2:21][CH2:22][CH2:23][CH:24]([N:26]([O:27][CH3:28])[C:5]([NH:4][CH:1]([CH3:3])[CH3:2])=[O:6])[CH3:25])[C:16]=2[C:15]2[CH:14]=[CH:13][C:12]([C:32]3[CH:33]=[CH:34][CH:35]=[CH:36][CH:37]=3)=[CH:11][C:10]=2[N:9]=1, predict the reactants needed to synthesize it. The reactants are: [CH:1]([N:4]=[C:5]=[O:6])([CH3:3])[CH3:2].[NH2:7][C:8]1[C:17]2[N:18]=[C:19]([CH2:29][CH2:30][CH3:31])[N:20]([CH2:21][CH2:22][CH2:23][CH:24]([NH:26][O:27][CH3:28])[CH3:25])[C:16]=2[C:15]2[CH:14]=[CH:13][C:12]([C:32]3[CH:37]=[CH:36][CH:35]=[CH:34][CH:33]=3)=[CH:11][C:10]=2[N:9]=1. (3) Given the product [CH3:1][O:2][C:3]1[CH:4]=[C:5]2[C:9](=[CH:10][C:11]=1[O:12][CH3:13])[NH:8][C:7]([CH2:24][NH:27][C:33]([C:46]1[CH:51]=[CH:50][CH:49]=[CH:48][CH:47]=1)([C:40]1[CH:45]=[CH:44][CH:43]=[CH:42][CH:41]=1)[C:34]1[CH:39]=[CH:38][CH:37]=[CH:36][CH:35]=1)=[C:6]2[C:16]1[CH:21]=[CH:20][C:19]([O:22][CH3:23])=[CH:18][CH:17]=1, predict the reactants needed to synthesize it. The reactants are: [CH3:1][O:2][C:3]1[CH:4]=[C:5]2[C:9](=[CH:10][C:11]=1[O:12][CH3:13])[NH:8][C:7](NC)=[C:6]2[C:16]1[CH:21]=[CH:20][C:19]([O:22][CH3:23])=[CH:18][CH:17]=1.[CH:24]([N:27](C(C)C)CC)(C)C.[C:33](Cl)([C:46]1[CH:51]=[CH:50][CH:49]=[CH:48][CH:47]=1)([C:40]1[CH:45]=[CH:44][CH:43]=[CH:42][CH:41]=1)[C:34]1[CH:39]=[CH:38][CH:37]=[CH:36][CH:35]=1. (4) Given the product [I:1][C:2]1[C:3]([C:8](=[O:9])[NH:18][C@@H:16]([CH3:17])[CH2:15][S:14][CH3:13])=[C:4]([CH:10]=[CH:11][CH:12]=1)[C:5]([OH:7])=[O:6], predict the reactants needed to synthesize it. The reactants are: [I:1][C:2]1[CH:12]=[CH:11][CH:10]=[C:4]2[C:5]([O:7][C:8](=[O:9])[C:3]=12)=[O:6].[CH3:13][S:14][CH2:15][C@@H:16]([NH2:18])[CH3:17].[OH-].[Na+]. (5) Given the product [CH2:26]([O:33][C:34]([N:5]1[CH2:6][CH2:7][CH:8]([C@@H:10]([NH:13][C:14]([O:15][C:23]([CH3:24])([CH3:25])[CH3:37])=[O:16])[CH2:11][CH3:12])[CH2:9][CH:4]1[C:1](=[O:3])[NH2:2])=[O:35])[C:27]1[CH:32]=[CH:31][CH:30]=[CH:29][CH:28]=1, predict the reactants needed to synthesize it. The reactants are: [C:1]([CH:4]1[CH2:9][CH:8]([C@@H:10]([NH:13][C:14](=[O:16])[OH:15])[CH2:11][CH3:12])[CH2:7][CH2:6][NH:5]1)(=[O:3])[NH2:2].CCN([CH:23]([CH3:25])[CH3:24])C(C)C.[CH2:26]([O:33][C:34](Cl)=[O:35])[C:27]1[CH:32]=[CH:31][CH:30]=[CH:29][CH:28]=1.[CH2:37](Cl)Cl. (6) Given the product [Cl:1][C:2]1[CH:7]=[C:6]([CH:8]([C:11]([O:15][CH2:16][CH3:17])=[O:18])[C:11]([O:15][CH2:16][CH3:17])=[O:18])[CH:5]=[CH:4][N:3]=1, predict the reactants needed to synthesize it. The reactants are: [Cl:1][C:2]1[CH:7]=[C:6]([CH3:8])[CH:5]=[CH:4][N:3]=1.[H-].[K+].[C:11](=[O:18])([O:15][CH2:16][CH3:17])OCC. (7) The reactants are: [CH2:1]([O:3][C:4]([C:6]1([C:9]2[CH:14]=[CH:13][C:12]([C:15]3[CH:20]=[CH:19][C:18]([C:21]4[O:25][N:24]=[C:23]([CH3:26])[C:22]=4[NH2:27])=[CH:17][CH:16]=3)=[CH:11][CH:10]=2)[CH2:8][CH2:7]1)=[O:5])[CH3:2].Br[C:29]1[CH:34]=[CH:33][CH:32]=[C:31]([CH2:35][C:36]2[CH:41]=[CH:40][C:39]([F:42])=[CH:38][CH:37]=2)[N:30]=1. Given the product [CH2:1]([O:3][C:4]([C:6]1([C:9]2[CH:10]=[CH:11][C:12]([C:15]3[CH:20]=[CH:19][C:18]([C:21]4[O:25][N:24]=[C:23]([CH3:26])[C:22]=4[NH:27][C:29]4[CH:34]=[CH:33][CH:32]=[C:31]([CH2:35][C:36]5[CH:37]=[CH:38][C:39]([F:42])=[CH:40][CH:41]=5)[N:30]=4)=[CH:17][CH:16]=3)=[CH:13][CH:14]=2)[CH2:8][CH2:7]1)=[O:5])[CH3:2], predict the reactants needed to synthesize it.